Dataset: HIV replication inhibition screening data with 41,000+ compounds from the AIDS Antiviral Screen. Task: Binary Classification. Given a drug SMILES string, predict its activity (active/inactive) in a high-throughput screening assay against a specified biological target. (1) The compound is CN1C=Nc2c(ncn2C2CCC(CO)O2)C1O. The result is 0 (inactive). (2) The compound is COC(=O)CCCc1ccc2c(c1)CCC2. The result is 0 (inactive).